Dataset: NCI-60 drug combinations with 297,098 pairs across 59 cell lines. Task: Regression. Given two drug SMILES strings and cell line genomic features, predict the synergy score measuring deviation from expected non-interaction effect. Drug 1: C1=C(C(=O)NC(=O)N1)F. Drug 2: C1C(C(OC1N2C=NC(=NC2=O)N)CO)O. Cell line: RPMI-8226. Synergy scores: CSS=79.6, Synergy_ZIP=-10.5, Synergy_Bliss=-14.9, Synergy_Loewe=-8.32, Synergy_HSA=-7.00.